From a dataset of Forward reaction prediction with 1.9M reactions from USPTO patents (1976-2016). Predict the product of the given reaction. (1) Given the reactants [NH:1]([C:71]([O:73][C:74]([CH3:77])([CH3:76])[CH3:75])=[O:72])[C@H:2]([C:8]([NH:10][C@H:11]([C:29]([N:31]1[CH2:70][CH2:69][CH2:68][C@H:32]1[C:33]([NH:35][C@H:36]([C:38]([NH:40][C@H:41]([C:58]([O:60]CC1C=CC=CC=1)=[O:59])[CH2:42][CH2:43][CH2:44][CH2:45][NH:46][C:47]([O:49][CH2:50][C:51]1[CH:57]=[CH:56][CH:55]=[CH:54][C:52]=1[Cl:53])=[O:48])=[O:39])[CH3:37])=[O:34])=[O:30])[CH2:12][CH2:13][CH2:14][NH:15][C:16](=[NH:28])[NH:17][S:18]([C:21]1[CH:27]=[CH:26][C:24]([CH3:25])=[CH:23][CH:22]=1)(=[O:20])=[O:19])=[O:9])[CH2:3][CH2:4][C:5](=[O:7])[NH2:6].[OH-].[Na+].C(Cl)(Cl)Cl.CO, predict the reaction product. The product is: [NH:1]([C:71]([O:73][C:74]([CH3:75])([CH3:77])[CH3:76])=[O:72])[C@H:2]([C:8]([NH:10][C@H:11]([C:29]([N:31]1[CH2:70][CH2:69][CH2:68][C@H:32]1[C:33]([NH:35][C@H:36]([C:38]([NH:40][C@H:41]([C:58]([OH:60])=[O:59])[CH2:42][CH2:43][CH2:44][CH2:45][NH:46][C:47]([O:49][CH2:50][C:51]1[CH:57]=[CH:56][CH:55]=[CH:54][C:52]=1[Cl:53])=[O:48])=[O:39])[CH3:37])=[O:34])=[O:30])[CH2:12][CH2:13][CH2:14][NH:15][C:16](=[NH:28])[NH:17][S:18]([C:21]1[CH:27]=[CH:26][C:24]([CH3:25])=[CH:23][CH:22]=1)(=[O:20])=[O:19])=[O:9])[CH2:3][CH2:4][C:5](=[O:7])[NH2:6]. (2) Given the reactants [CH3:1][O:2][C:3](=[O:29])/[CH:4]=[CH:5]/[C:6]1[CH:7]=[C:8]2[C:25](=[CH:26][CH:27]=1)[O:24][C:11]1([CH2:16][CH2:15][N:14]([C:17](OC(C)(C)C)=O)[CH2:13][CH2:12]1)[CH2:10][C:9]2=[O:28].[CH3:30][N:31]1[C:39]2[C:34](=[CH:35][CH:36]=[CH:37][CH:38]=2)[CH:33]=[C:32]1C=O.C(O[BH-](OC(=O)C)OC(=O)C)(=O)C.[Na+], predict the reaction product. The product is: [CH3:1][O:2][C:3](=[O:29])/[CH:4]=[CH:5]/[C:6]1[CH:7]=[C:8]2[C:25](=[CH:26][CH:27]=1)[O:24][C:11]1([CH2:16][CH2:15][N:14]([CH2:17][C:32]3[N:31]([CH3:30])[C:39]4[C:34]([CH:33]=3)=[CH:35][CH:36]=[CH:37][CH:38]=4)[CH2:13][CH2:12]1)[CH2:10][C:9]2=[O:28]. (3) Given the reactants [NH3:1].[CH2:2]([O:4][C:5]([C:7]1[C:8]2[S:16][CH:15]=[C:14]([CH2:17][O:18][C:19]3[CH:24]=[CH:23][CH:22]=[C:21]([CH2:25][O:26][C:27]4[CH:32]=[CH:31][C:30]([Cl:33])=[CH:29][CH:28]=4)[CH:20]=3)[C:9]=2[C:10](Cl)=[N:11][CH:12]=1)=[O:6])[CH3:3], predict the reaction product. The product is: [CH2:2]([O:4][C:5]([C:7]1[C:8]2[S:16][CH:15]=[C:14]([CH2:17][O:18][C:19]3[CH:24]=[CH:23][CH:22]=[C:21]([CH2:25][O:26][C:27]4[CH:32]=[CH:31][C:30]([Cl:33])=[CH:29][CH:28]=4)[CH:20]=3)[C:9]=2[C:10]([NH2:1])=[N:11][CH:12]=1)=[O:6])[CH3:3]. (4) Given the reactants [CH3:1][N:2]([CH3:17])[C:3]([CH3:16])([CH3:15])[CH2:4][NH:5][C:6](=[O:14])[C:7]1[CH:12]=[CH:11][C:10](I)=[CH:9][CH:8]=1.[Cl:18][C:19]1[C:20]([C:26]2[N:27]([CH:32]([CH3:34])[CH3:33])[C:28]([CH3:31])=[N:29][CH:30]=2)=[N:21][C:22]([NH2:25])=[N:23][CH:24]=1, predict the reaction product. The product is: [Cl:18][C:19]1[C:20]([C:26]2[N:27]([CH:32]([CH3:34])[CH3:33])[C:28]([CH3:31])=[N:29][CH:30]=2)=[N:21][C:22]([NH:25][C:10]2[CH:11]=[CH:12][C:7]([C:6]([NH:5][CH2:4][C:3]([N:2]([CH3:17])[CH3:1])([CH3:16])[CH3:15])=[O:14])=[CH:8][CH:9]=2)=[N:23][CH:24]=1. (5) Given the reactants [CH2:1]([O:3][C:4]1[CH:9]=[C:8]([O:10][CH2:11][CH2:12][CH2:13][C:14]2[C:15]([OH:29])=[N:16][N:17]([C:19]3[CH:24]=[CH:23][C:22]([C:25]([F:28])([F:27])[F:26])=[CH:21][N:20]=3)[CH:18]=2)[CH:7]=[CH:6][C:5]=1[CH2:30][CH2:31][C:32]([O:34]C)=[O:33])[CH3:2].[CH3:36][CH:37](O)[CH3:38].C1(P(C2C=CC=CC=2)C2C=CC=CC=2)C=CC=CC=1.N(C(OC(C)C)=O)=NC(OC(C)C)=O, predict the reaction product. The product is: [CH2:1]([O:3][C:4]1[CH:9]=[C:8]([O:10][CH2:11][CH2:12][CH2:13][C:14]2[C:15]([O:29][CH:37]([CH3:38])[CH3:36])=[N:16][N:17]([C:19]3[CH:24]=[CH:23][C:22]([C:25]([F:27])([F:26])[F:28])=[CH:21][N:20]=3)[CH:18]=2)[CH:7]=[CH:6][C:5]=1[CH2:30][CH2:31][C:32]([OH:34])=[O:33])[CH3:2].